This data is from Full USPTO retrosynthesis dataset with 1.9M reactions from patents (1976-2016). The task is: Predict the reactants needed to synthesize the given product. Given the product [CH3:55][C:56]([CH3:57])=[CH:63][CH2:64][CH2:65]/[C:66](/[CH3:98])=[CH:67]/[CH2:68][CH2:69]/[C:70](/[CH3:71])=[CH:75]/[CH2:77][CH2:78][C:79]1([CH3:80])[O:83][C:22]2[CH:21]=[CH:20][C:18]([OH:19])=[CH:17][C:16]=2[CH2:15][CH2:14]1, predict the reactants needed to synthesize it. The reactants are: CC(CCC[C@H]([C@@H]1[C@]2(C)[C@H]([C@H]3[C@H](CC2)[C@:22]2(C)[C:16]([CH2:17][C@H:18]([CH2:20][CH2:21]2)[OH:19])=[CH:15][CH2:14]3)CC1)C)C.CCCCC[C@H](O)/C=C/[C@H]1OC(O)C[C@H](O)[C@@H]1C/C=C\CCCC(O)=O.[CH3:55][C@@H:56]([C@@H:63]1[C@@:67]2(C)[CH2:68][CH2:69][C@@:70]34C[C@:75]53[CH2:77][CH2:78][C@H:79]([O:83]C(/C=C/C3C=CC(O)=C(OC)C=3)=O)[C:80](C)(C)[C@@H]5CC[C@H:71]4[C@:66]2([CH3:98])[CH2:65][CH2:64]1)[CH2:57]CC=C(C)C.C1(N)C(F)=C(F)C(F)=C(N)C=1F.Cl.Cl.CC[C@@H](C(C)C)CC[C@H]([C@@H]1[C@@]2(C)CC[C@@H]3[C@@]4(C)CC[C@H](O)CC4=CC[C@H]3[C@@H]2CC1)C.CC[C@@H](C(C)C)CC[C@H]([C@@H]1[C@@]2(C)CC[C@@H]3[C@@]4(C)CC[C@H](O[C@@H]5O[C@H](CO)[C@@H](O)[C@H](O)[C@H]5O)CC4=CC[C@H]3[C@@H]2CC1)C.CC1C(O)=C(C)C2CC[C@](CCC[C@@H](CCC[C@@H](CCCC(C)C)C)C)(C)OC=2C=1C.